From a dataset of Reaction yield outcomes from USPTO patents with 853,638 reactions. Predict the reaction yield, written as a fraction of the theoretical maximum amount of product (1.0 means a 100% yield; for example, 0.34 means a 34% yield). (1) The reactants are [NH2:1][C:2]1[CH:10]=[C:9]([F:11])[CH:8]=[C:7]([F:12])[C:3]=1[C:4](O)=[O:5].CC[N:15]=C=NCCCN(C)C.Cl.Cl.C1C=CC2N(O)N=NC=2C=1.N. The catalyst is O1CCCC1.CN(C)C(=O)C. The product is [NH2:1][C:2]1[CH:10]=[C:9]([F:11])[CH:8]=[C:7]([F:12])[C:3]=1[C:4]([NH2:15])=[O:5]. The yield is 0.780. (2) The reactants are [CH3:1][N:2]1[CH2:7][CH2:6][C:5](=[O:8])[CH2:4][CH2:3]1.[Si](OS(C(F)(F)F)(=O)=O)(C)(C)C.[CH2:21]1[C:35]2[C:30](=[CH:31][CH:32]=[CH:33][CH:34]=2)[CH:29](O)[C:28]2[C:23](=[CH:24][CH:25]=[CH:26][CH:27]=2)[CH2:22]1.C(=O)(O)[O-].[Na+]. The catalyst is ClCCl.O. The product is [CH:24]1[C:23]2[CH2:22][CH2:21][C:35]3[CH:34]=[CH:33][CH:32]=[CH:31][C:30]=3[CH:29]([CH:4]3[C:5](=[O:8])[CH2:6][CH2:7][N:2]([CH3:1])[CH2:3]3)[C:28]=2[CH:27]=[CH:26][CH:25]=1. The yield is 0.460. (3) The yield is 0.650. The product is [CH3:1][C@@H:2]1[N:6]([C:7]([O:9][C:10]([CH3:13])([CH3:12])[CH3:11])=[O:8])[C@H:5]([C:14]([O:16][CH2:17][C:18]([C:20]2[CH:21]=[CH:22][C:23]3[C:32]4[CH:31]=[C:30]5[CH2:33][CH2:34][CH:35]([O:57][C:55]([C@@H:48]6[CH2:49][CH2:50][C@H:51]([CH3:58])[N:47]6[C:45]([O:44][C:40]([CH3:41])([CH3:42])[CH3:43])=[O:46])=[O:56])[C:36](=[O:37])[C:29]5=[CH:28][C:27]=4[O:26][CH2:25][C:24]=3[CH:39]=2)=[O:19])=[O:15])[CH2:4][CH2:3]1. The reactants are [CH3:1][C@@H:2]1[N:6]([C:7]([O:9][C:10]([CH3:13])([CH3:12])[CH3:11])=[O:8])[C@H:5]([C:14]([O:16][CH2:17][C:18]([C:20]2[CH:21]=[CH:22][C:23]3[C:32]4[CH:31]=[C:30]5[CH2:33][CH2:34][CH:35](Br)[C:36](=[O:37])[C:29]5=[CH:28][C:27]=4[O:26][CH2:25][C:24]=3[CH:39]=2)=[O:19])=[O:15])[CH2:4][CH2:3]1.[C:40]([O:44][C:45]([N:47]1[CH2:51][C@@H:50](COC)[CH2:49][C@H:48]1[C:55]([OH:57])=[O:56])=[O:46])([CH3:43])([CH3:42])[CH3:41].[C:58]([O-])([O-])=O.[Cs+].[Cs+]. The catalyst is CC(C)=O.C(Cl)Cl. (4) The reactants are N[C:2]1[C:11]2[N:10]=[C:9]([C:12]([O:14][CH3:15])=[O:13])[C:8](=[O:16])[NH:7][C:6]=2[N:5]=[C:4]([S:17][CH2:18][C:19]2[CH:24]=[CH:23][CH:22]=[CH:21][CH:20]=2)[N:3]=1.N(OCCC(C)C)=O.C(Br)(Br)[Br:34]. The catalyst is CN(C=O)C. The product is [CH2:18]([S:17][C:4]1[N:3]=[C:2]([Br:34])[C:11]2[N:10]=[C:9]([C:12]([O:14][CH3:15])=[O:13])[C:8](=[O:16])[NH:7][C:6]=2[N:5]=1)[C:19]1[CH:24]=[CH:23][CH:22]=[CH:21][CH:20]=1. The yield is 0.240. (5) The reactants are [C:1]([NH:5][C:6]([C:8]1[C:16]2[C:11](=[N:12][CH:13]=[C:14]([C:17]3[C:25]4[C:20](=[CH:21][CH:22]=[C:23]([O:26][CH:27]([F:29])[F:28])[CH:24]=4)[N:19]([CH2:30][C:31]4[CH:32]=[N:33][CH:34]=[CH:35][CH:36]=4)[N:18]=3)[N:15]=2)[N:10](COCC[Si](C)(C)C)[CH:9]=1)=[O:7])([CH3:4])([CH3:3])[CH3:2].FC(F)(F)C(O)=O.C(N)CN. The catalyst is ClCCl. The product is [C:1]([NH:5][C:6]([C:8]1[C:16]2[C:11](=[N:12][CH:13]=[C:14]([C:17]3[C:25]4[C:20](=[CH:21][CH:22]=[C:23]([O:26][CH:27]([F:28])[F:29])[CH:24]=4)[N:19]([CH2:30][C:31]4[CH:32]=[N:33][CH:34]=[CH:35][CH:36]=4)[N:18]=3)[N:15]=2)[NH:10][CH:9]=1)=[O:7])([CH3:4])([CH3:2])[CH3:3]. The yield is 0.800. (6) The reactants are [C:1]([C:3]1[CH:8]=[CH:7][C:6]([NH:9][S:10]([C@H:13]2[C@@H:18]([CH2:19]O)[C@@H:17]3[CH2:21][C@H:14]2[CH:15]=[CH:16]3)(=[O:12])=[O:11])=[CH:5][C:4]=1[C:22]([F:25])([F:24])[F:23])#[N:2].C1(P(C2C=CC=CC=2)C2C=CC=CC=2)C=CC=CC=1.CC(OC(/N=N/C(OC(C)C)=O)=O)C. The catalyst is C1COCC1. The product is [O:11]=[S:10]1(=[O:12])[N:9]([C:6]2[CH:7]=[CH:8][C:3]([C:1]#[N:2])=[C:4]([C:22]([F:25])([F:24])[F:23])[CH:5]=2)[CH2:19][C@H:18]2[C@@H:13]1[C@@H:14]1[CH2:21][C@H:17]2[CH:16]=[CH:15]1. The yield is 0.760.